This data is from Peptide-MHC class II binding affinity with 134,281 pairs from IEDB. The task is: Regression. Given a peptide amino acid sequence and an MHC pseudo amino acid sequence, predict their binding affinity value. This is MHC class II binding data. The binding affinity (normalized) is 0.0816. The MHC is H-2-IEd with pseudo-sequence H-2-IEd. The peptide sequence is EKWMTGRMGERQLQK.